From a dataset of Aqueous solubility values for 9,982 compounds from the AqSolDB database. Regression/Classification. Given a drug SMILES string, predict its absorption, distribution, metabolism, or excretion properties. Task type varies by dataset: regression for continuous measurements (e.g., permeability, clearance, half-life) or binary classification for categorical outcomes (e.g., BBB penetration, CYP inhibition). For this dataset (solubility_aqsoldb), we predict Y. The molecule is Cc1ccc(Nc2ccc(O)c3c2C(=O)c2ccccc2C3=O)cc1. The Y is -7.55 log mol/L.